From a dataset of Full USPTO retrosynthesis dataset with 1.9M reactions from patents (1976-2016). Predict the reactants needed to synthesize the given product. (1) Given the product [C:1]([O:4][C@@H:5]1[C@@H:10]([O:11][C:12](=[O:14])[CH3:13])[C@H:9]([O:15][C:16](=[O:18])[CH3:17])[C@@H:8]([O:19]/[C:20](/[C:29]([O:31][CH2:32][CH3:33])=[O:30])=[CH:21]\[C:22]2[CH:27]=[CH:26][C:25]([Cl:39])=[CH:24][CH:23]=2)[O:7][C@H:6]1[CH2:34][O:35][C:36](=[O:38])[CH3:37])(=[O:3])[CH3:2], predict the reactants needed to synthesize it. The reactants are: [C:1]([O:4][C@@H:5]1[C@@H:10]([O:11][C:12](=[O:14])[CH3:13])[C@H:9]([O:15][C:16](=[O:18])[CH3:17])[C@@H:8]([O:19]/[C:20](/[C:29]([O:31][CH2:32][CH3:33])=[O:30])=[CH:21]\[C:22]2[CH:27]=[CH:26][CH:25]=[CH:24][C:23]=2F)[O:7][C@H:6]1[CH2:34][O:35][C:36](=[O:38])[CH3:37])(=[O:3])[CH3:2].[Cl:39]C1C=CC(CC(=O)C(OCC)=O)=CC=1.[H-].[Na+].[Br-].C(O[C@@H]1[C@@H](OC(=O)C)[C@H](OC(=O)C)[C@@H](COC(=O)C)O[C@@H]1O)(=O)C. (2) Given the product [Cl:6][C:7]1[C:12]([I:26])=[CH:11][N:10]=[C:9]2[NH:13][CH:14]=[CH:15][C:8]=12, predict the reactants needed to synthesize it. The reactants are: [Li]C(CC)C.[Cl:6][C:7]1[CH:12]=[CH:11][N:10]=[C:9]2[N:13]([Si](C(C)C)(C(C)C)C(C)C)[CH:14]=[CH:15][C:8]=12.[I:26]I.[Cl-].[NH4+].S([O-])([O-])=O.[Na+].[Na+].CCCC[N+](CCCC)(CCCC)CCCC.[F-]. (3) Given the product [C:1]([C:3]1[CH:7]=[N:6][N:5]2[C:13]([C:15]3[CH:16]=[C:17]([N:21]([CH3:26])[S:22]([CH3:25])(=[O:24])=[O:23])[CH:18]=[CH:19][CH:20]=3)=[CH:12][CH:11]=[N:8][C:4]=12)#[N:2], predict the reactants needed to synthesize it. The reactants are: [C:1]([C:3]1[CH:7]=[N:6][NH:5][C:4]=1[NH2:8])#[N:2].CN(C)[CH:11]=[CH:12][C:13]([C:15]1[CH:16]=[C:17]([N:21]([CH3:26])[S:22]([CH3:25])(=[O:24])=[O:23])[CH:18]=[CH:19][CH:20]=1)=O.C(OCC)(=O)C. (4) Given the product [CH3:7][C:6]1[NH:8][C:9]2[N:10]([C:14]3[CH:19]=[CH:18][C:17]([O:20][CH3:21])=[CH:16][C:15]=3[CH3:22])[CH2:11][CH2:12][C:13]=2[C:4](=[O:23])[CH:5]=1, predict the reactants needed to synthesize it. The reactants are: C(O[C:4](=[O:23])[CH:5]=[C:6](/[N:8]=[C:9]1/[N:10]([C:14]2[CH:19]=[CH:18][C:17]([O:20][CH3:21])=[CH:16][C:15]=2[CH3:22])[CH2:11][CH2:12][CH2:13]/1)[CH3:7])C.CC([O-])(C)C.[K+].C1COCC1. (5) Given the product [C:8]([O:12][C:13]([N:15]1[CH2:24][CH2:23][C:22]2[C@:17]([CH2:35][O:36][CH2:6][CH:3]3[CH2:5][CH2:4]3)([CH2:18][C:19]3[CH:27]=[N:26][N:25]([C:28]4[CH:33]=[CH:32][C:31]([F:34])=[CH:30][CH:29]=4)[C:20]=3[CH:21]=2)[CH2:16]1)=[O:14])([CH3:11])([CH3:10])[CH3:9], predict the reactants needed to synthesize it. The reactants are: [OH-].[Na+].[CH:3]1([CH2:6]Br)[CH2:5][CH2:4]1.[C:8]([O:12][C:13]([N:15]1[CH2:24][CH2:23][C:22]2[C@:17]([CH2:35][OH:36])([CH2:18][C:19]3[CH:27]=[N:26][N:25]([C:28]4[CH:33]=[CH:32][C:31]([F:34])=[CH:30][CH:29]=4)[C:20]=3[CH:21]=2)[CH2:16]1)=[O:14])([CH3:11])([CH3:10])[CH3:9].O. (6) Given the product [CH2:24]([O:23][C:22]1[C:9]([NH:8][C:3]2[CH:4]=[CH:5][CH:6]=[CH:7][C:2]=2[NH:1][S:46]([CH3:45])(=[O:48])=[O:47])=[C:10]([Br:44])[C:11]2[CH2:12][C@H:13]3[N:33]([C:34]([O:36][CH2:37][C:38]4[CH:43]=[CH:42][CH:41]=[CH:40][CH:39]=4)=[O:35])[CH2:32][CH2:31][C@@:19]4([C:20]=2[CH:21]=1)[C@H:14]3[CH2:15][CH2:16][CH2:17][CH2:18]4)[C:25]1[CH:30]=[CH:29][CH:28]=[CH:27][CH:26]=1, predict the reactants needed to synthesize it. The reactants are: [NH2:1][C:2]1[CH:7]=[CH:6][CH:5]=[CH:4][C:3]=1[NH:8][C:9]1[C:22]([O:23][CH2:24][C:25]2[CH:30]=[CH:29][CH:28]=[CH:27][CH:26]=2)=[CH:21][C:20]2[C@:19]34[CH2:31][CH2:32][N:33]([C:34]([O:36][CH2:37][C:38]5[CH:43]=[CH:42][CH:41]=[CH:40][CH:39]=5)=[O:35])[C@@H:13]([C@@H:14]3[CH2:15][CH2:16][CH2:17][CH2:18]4)[CH2:12][C:11]=2[C:10]=1[Br:44].[CH3:45][S:46](Cl)(=[O:48])=[O:47].O. (7) The reactants are: [ClH:1].[CH3:2][O:3][C:4](=[O:15])[C@H:5]([CH3:14])[NH:6][C:7]1C=CC(Cl)=CC=1.Cl.CN(C)CCCN=C=NCC.[OH2:28].ON1[C:34]2[CH:35]=[CH:36][CH:37]=[CH:38][C:33]=2N=N1.CN1CCOCC1. Given the product [Cl:1][C:33]1[CH:38]=[CH:37][C:36]([CH2:14][CH:5]([NH:6][CH:7]=[O:28])[C:4]([O:3][CH3:2])=[O:15])=[CH:35][CH:34]=1, predict the reactants needed to synthesize it. (8) Given the product [CH3:1][O:2][C:3](=[O:23])[C@@H:4]([N:6]([C:13]([O:15][CH2:16][C:17]1[CH:18]=[CH:19][CH:20]=[CH:21][CH:22]=1)=[O:14])[CH2:7][CH:8]=[O:9])[CH3:5], predict the reactants needed to synthesize it. The reactants are: [CH3:1][O:2][C:3](=[O:23])[C@@H:4]([N:6]([C:13]([O:15][CH2:16][C:17]1[CH:22]=[CH:21][CH:20]=[CH:19][CH:18]=1)=[O:14])[CH2:7][CH:8](OC)[O:9]C)[CH3:5].C1(C)C=CC(S([O-])(=O)=O)=CC=1.[NH+]1C=CC=CC=1.O. (9) The reactants are: [NH2:1][C@@H:2]([CH2:6][C:7]1[CH:12]=[CH:11][C:10]([C:13]2[CH:18]=[C:17]([O:19][C@H:20]([C:25]3[CH:30]=[CH:29][C:28]([C:31]4[CH:36]=[CH:35][CH:34]=[C:33]([O:37][CH3:38])[CH:32]=4)=[CH:27][CH:26]=3)[C:21]([F:24])([F:23])[F:22])[N:16]=[C:15]([NH2:39])[N:14]=2)=[CH:9][CH:8]=1)[C:3]([O-:5])=[O:4].[CH3:40][C:41]1[CH:42]=[CH:43][C:44]([S:47]([OH:50])(=[O:49])=[O:48])=[CH:45][CH:46]=1.O.C(#N)C. Given the product [S:47]([C:44]1[CH:45]=[CH:46][C:41]([CH3:40])=[CH:42][CH:43]=1)([OH:50])(=[O:49])=[O:48].[NH2:1][C@@H:2]([CH2:6][C:7]1[CH:8]=[CH:9][C:10]([C:13]2[CH:18]=[C:17]([O:19][C@H:20]([C:25]3[CH:30]=[CH:29][C:28]([C:31]4[CH:36]=[CH:35][CH:34]=[C:33]([O:37][CH3:38])[CH:32]=4)=[CH:27][CH:26]=3)[C:21]([F:22])([F:24])[F:23])[N:16]=[C:15]([NH2:39])[N:14]=2)=[CH:11][CH:12]=1)[C:3]([OH:5])=[O:4], predict the reactants needed to synthesize it. (10) The reactants are: [H-].[Na+].[F:3][C:4]([F:16])([F:15])[C:5]1[CH:10]=[CH:9][N:8]=[C:7]([CH2:11][C:12]([NH2:14])=[O:13])[N:6]=1.[N:17]([C:20]1[CH:33]=[CH:32][C:23]([O:24][CH2:25][CH2:26][N:27]2[CH:31]=[CH:30][N:29]=[CH:28]2)=[CH:22][CH:21]=1)=[C:18]=[S:19].O. Given the product [N:27]1([CH2:26][CH2:25][O:24][C:23]2[CH:32]=[CH:33][C:20]([NH:17][C:18](=[S:19])[CH:11]([C:7]3[N:6]=[C:5]([C:4]([F:3])([F:15])[F:16])[CH:10]=[CH:9][N:8]=3)[C:12]([NH2:14])=[O:13])=[CH:21][CH:22]=2)[CH:31]=[CH:30][N:29]=[CH:28]1, predict the reactants needed to synthesize it.